Dataset: Full USPTO retrosynthesis dataset with 1.9M reactions from patents (1976-2016). Task: Predict the reactants needed to synthesize the given product. (1) Given the product [N:19]1[C:18]2[NH:22][CH:23]=[CH:24][C:17]=2[C:16]([N:1]2[CH2:6][CH2:5][CH2:4][CH:3]([NH:7][C:8](=[O:14])[O:9][C:10]([CH3:11])([CH3:13])[CH3:12])[CH2:2]2)=[N:21][CH:20]=1, predict the reactants needed to synthesize it. The reactants are: [NH:1]1[CH2:6][CH2:5][CH2:4][CH:3]([NH:7][C:8](=[O:14])[O:9][C:10]([CH3:13])([CH3:12])[CH3:11])[CH2:2]1.Cl[C:16]1[C:17]2[CH:24]=[CH:23][NH:22][C:18]=2[N:19]=[CH:20][N:21]=1.CCN(C(C)C)C(C)C. (2) Given the product [CH3:21][N:18]1[CH2:19][CH2:20][N:15]([CH2:14][CH2:13][CH2:12][NH:11][C:2]2[CH:7]=[CH:6][CH:5]=[CH:4][C:3]=2[N+:8]([O-:10])=[O:9])[CH2:16][CH2:17]1, predict the reactants needed to synthesize it. The reactants are: F[C:2]1[CH:7]=[CH:6][CH:5]=[CH:4][C:3]=1[N+:8]([O-:10])=[O:9].[NH2:11][CH2:12][CH2:13][CH2:14][N:15]1[CH2:20][CH2:19][N:18]([CH3:21])[CH2:17][CH2:16]1.C(=O)([O-])[O-].[K+].[K+]. (3) Given the product [F:7][C:8]1[CH:16]=[C:15]([O:17][CH2:2][CH2:3][CH2:4][CH2:5][F:6])[CH:14]=[CH:13][C:9]=1[C:10]([OH:12])=[O:11], predict the reactants needed to synthesize it. The reactants are: Br[CH2:2][CH2:3][CH2:4][CH2:5][F:6].[F:7][C:8]1[CH:16]=[C:15]([OH:17])[CH:14]=[CH:13][C:9]=1[C:10]([OH:12])=[O:11].C(O)C.[OH-].[K+]. (4) The reactants are: Br[C:2]1[CH:7]=[CH:6][C:5]([C:8]2[NH:12][C:11]([C@@H:13]3[CH2:17][C@@H:16]([C:18]#[N:19])[CH2:15][N:14]3[C:20](=[O:30])[C@@H:21]([NH:25][C:26](=[O:29])[O:27][CH3:28])[CH:22]([CH3:24])[CH3:23])=[N:10][CH:9]=2)=[CH:4][CH:3]=1.[O:31]=[C:32]1[CH:43]2[C:44]3[N:36]([CH:37]=[CH:38][C:39]=3[CH2:40][CH2:41][C@@H:42]2[NH:45][C:46](=[O:49])[O:47][CH3:48])[CH2:35][C@@H:34]([C:50]2[NH:51][C:52]([C:55]3[CH:60]=[CH:59][C:58](B4OC(C)(C)C(C)(C)O4)=[CH:57][CH:56]=3)=[CH:53][N:54]=2)[CH2:33]1.[O-]P([O-])([O-])=O.[K+].[K+].[K+].CC(OC1C=CC=C(OC(C)C)C=1C1C(P(C2CCCCC2)C2CCCCC2)=CC=CC=1)C. Given the product [CH3:48][O:47][C:46](=[O:49])[NH:45][C@@H:42]1[CH:43]2[C:32](=[O:31])[CH2:33][C@H:34]([C:50]3[NH:51][C:52]([C:55]4[CH:56]=[CH:57][C:58]([C:2]5[CH:7]=[CH:6][C:5]([C:8]6[NH:12][C:11]([C@@H:13]7[CH2:17][C@@H:16]([C:18]#[N:19])[CH2:15][N:14]7[C:20](=[O:30])[C@@H:21]([NH:25][C:26]([O:27][CH3:28])=[O:29])[CH:22]([CH3:24])[CH3:23])=[N:10][CH:9]=6)=[CH:4][CH:3]=5)=[CH:59][CH:60]=4)=[CH:53][N:54]=3)[CH2:35][N:36]3[C:44]2=[C:39]([CH:38]=[CH:37]3)[CH2:40][CH2:41]1, predict the reactants needed to synthesize it. (5) The reactants are: [OH:1][C:2]1[CH:7]=[CH:6][N:5]([C:8]2[S:9][C:10]([C:14]([O:16][CH2:17][CH3:18])=[O:15])=[C:11]([CH3:13])[N:12]=2)[C:4](=[O:19])[CH:3]=1.[H-].[Na+].Br[CH2:23][CH:24]1[CH2:26][CH2:25]1. Given the product [CH:24]1([CH2:23][O:1][C:2]2[CH:7]=[CH:6][N:5]([C:8]3[S:9][C:10]([C:14]([O:16][CH2:17][CH3:18])=[O:15])=[C:11]([CH3:13])[N:12]=3)[C:4](=[O:19])[CH:3]=2)[CH2:26][CH2:25]1, predict the reactants needed to synthesize it. (6) Given the product [CH3:1][O:2][CH2:3][C:4]1[CH:9]=[CH:8][CH:7]=[CH:6][C:5]=1[NH:10][S:11]([C:14]1[CH:19]=[CH:18][C:17]([O:20][CH2:21][CH3:22])=[C:16]([N:23]2[CH2:24][CH2:25][NH:26][CH2:27][CH2:28]2)[CH:15]=1)(=[O:12])=[O:13], predict the reactants needed to synthesize it. The reactants are: [CH3:1][O:2][CH2:3][C:4]1[CH:9]=[CH:8][CH:7]=[CH:6][C:5]=1[NH:10][S:11]([C:14]1[CH:19]=[CH:18][C:17]([O:20][CH2:21][CH3:22])=[C:16]([N:23]2[CH2:28][CH2:27][N:26](C(=O)C(F)(F)F)[CH2:25][CH2:24]2)[CH:15]=1)(=[O:13])=[O:12].[OH-].[Na+]. (7) The reactants are: [F:1][CH:2]([F:22])[O:3][C:4]1[CH:5]=[CH:6][C:7]2[CH:13]([CH3:14])[CH2:12][N:11](C(=O)C(F)(F)F)[CH2:10][CH2:9][C:8]=2[N:21]=1.C([O-])([O-])=O.[K+].[K+].CO. Given the product [F:22][CH:2]([F:1])[O:3][C:4]1[CH:5]=[CH:6][C:7]2[CH:13]([CH3:14])[CH2:12][NH:11][CH2:10][CH2:9][C:8]=2[N:21]=1, predict the reactants needed to synthesize it. (8) Given the product [CH3:1][C:2]1[C:10]2[C:5](=[CH:6][CH:7]=[C:8]([CH:11]3[CH2:12][CH2:13][N:14]([C:17]([O:19][C:20]([CH3:23])([CH3:22])[CH3:21])=[O:18])[CH2:15][CH2:16]3)[CH:9]=2)[NH:4][CH:3]=1, predict the reactants needed to synthesize it. The reactants are: [CH3:1][C:2]1[C:10]2[C:5](=[CH:6][CH:7]=[C:8]([C:11]3[CH2:16][CH2:15][N:14]([C:17]([O:19][C:20]([CH3:23])([CH3:22])[CH3:21])=[O:18])[CH2:13][CH:12]=3)[CH:9]=2)[NH:4][CH:3]=1.